From a dataset of Full USPTO retrosynthesis dataset with 1.9M reactions from patents (1976-2016). Predict the reactants needed to synthesize the given product. (1) Given the product [CH2:39]([O:38][C:37]([N:36]([CH3:35])[CH2:17][CH2:18][C:19]1[CH:20]=[CH:21][C:22]([B:25]([OH:26])[OH:27])=[CH:23][CH:24]=1)=[O:46])[C:40]1[CH:45]=[CH:44][CH:43]=[CH:42][CH:41]=1, predict the reactants needed to synthesize it. The reactants are: C(C1C=C(NC(=O)C[CH2:17][CH2:18][C:19]2[CH:24]=[CH:23][C:22]([B:25]([OH:27])[OH:26])=[CH:21][CH:20]=2)C=CC=1S(CC)(=O)=O)#N.BrC1C=CC(C[CH2:35][N:36](C)[C:37](=[O:46])[O:38][CH2:39][C:40]2[CH:45]=[CH:44][CH:43]=[CH:42][CH:41]=2)=CC=1. (2) Given the product [CH2:19]([N:13]1[C:14]2[CH:15]=[C:16]([F:18])[CH:17]=[C:9]([OH:8])[C:10]=2[C:11]([CH2:21][CH2:22][N:23]2[CH2:24][C:25]3[C:30](=[CH:29][CH:28]=[CH:27][CH:26]=3)[CH2:31]2)=[CH:12]1)[CH3:20], predict the reactants needed to synthesize it. The reactants are: C([O:8][C:9]1[CH:17]=[C:16]([F:18])[CH:15]=[C:14]2[C:10]=1[C:11]([CH2:21][CH2:22][N:23]1[CH2:31][C:30]3[C:25](=[CH:26][CH:27]=[CH:28][CH:29]=3)[CH2:24]1)=[CH:12][N:13]2[CH2:19][CH3:20])C1C=CC=CC=1. (3) Given the product [N:22]1[CH:23]=[CH:24][C:19]([CH2:18][N:13]2[CH:14]=[C:10]([C:9]#[C:8][C:6]3[CH:5]=[CH:4][N:3]=[C:2]([CH3:1])[CH:7]=3)[N:11]=[C:12]2[CH3:15])=[CH:20][CH:21]=1, predict the reactants needed to synthesize it. The reactants are: [CH3:1][C:2]1[CH:7]=[C:6]([C:8]#[C:9][C:10]2[N:11]=[C:12]([CH3:15])[NH:13][CH:14]=2)[CH:5]=[CH:4][N:3]=1.Cl.Cl[CH2:18][C:19]1[CH:24]=[CH:23][N:22]=[CH:21][CH:20]=1. (4) Given the product [CH3:1][N:8]1[CH2:22][C@@H:21]([CH3:23])[N:11]2[C:12](=[O:20])[C:13]3[CH:14]=[CH:15][CH:16]=[CH:17][C:18]=3[CH2:19][C@@H:10]2[CH2:9]1, predict the reactants needed to synthesize it. The reactants are: [CH2:1]([N:8]1[CH2:22][CH:21]([CH3:23])[N:11]2[C:12](=[O:20])[C:13]3[CH:14]=[CH:15][CH:16]=[CH:17][C:18]=3[CH2:19][CH:10]2[CH2:9]1)C1C=CC=CC=1.[H][H].